From a dataset of Forward reaction prediction with 1.9M reactions from USPTO patents (1976-2016). Predict the product of the given reaction. (1) Given the reactants [C:1]([O:5][C:6]([NH:8][C@H:9]([C:20]([O:22][CH:23]1[CH2:27][CH2:26][CH2:25][CH2:24]1)=[O:21])[CH2:10][CH2:11][O:12][Si](C(C)(C)C)(C)C)=[O:7])([CH3:4])([CH3:3])[CH3:2].C(OCC)(=O)C, predict the reaction product. The product is: [OH:12][CH2:11][CH2:10][C@H:9]([NH:8][C:6]([O:5][C:1]([CH3:4])([CH3:3])[CH3:2])=[O:7])[C:20]([O:22][CH:23]1[CH2:24][CH2:25][CH2:26][CH2:27]1)=[O:21]. (2) Given the reactants [NH2:1][C:2]1[CH:7]=[CH:6][CH:5]=[CH:4][C:3]=1[NH:8][C:9]([C:11]1[N:12]=[CH:13][S:14][C:15]=1[N:16]([C:26](=[O:35])[C:27]1[C:32]([F:33])=[CH:31][CH:30]=[CH:29][C:28]=1[F:34])CC1C=CC(OC)=CC=1)=O, predict the reaction product. The product is: [NH:1]1[C:2]2[CH:7]=[CH:6][CH:5]=[CH:4][C:3]=2[N:8]=[C:9]1[C:11]1[N:12]=[CH:13][S:14][C:15]=1[NH:16][C:26](=[O:35])[C:27]1[C:28]([F:34])=[CH:29][CH:30]=[CH:31][C:32]=1[F:33]. (3) Given the reactants I[C:2]1[CH:3]=[C:4]([CH:19]=[CH:20][CH:21]=1)[CH2:5][N:6]1[C:11]2[CH:12]=[C:13]([CH:16]=[O:17])[CH:14]=[CH:15][C:10]=2[O:9][CH2:8][C:7]1=[O:18].[N:22]1[CH:27]=[CH:26][C:25](B(O)O)=[CH:24][CH:23]=1.C([O-])([O-])=O.[Na+].[Na+].O, predict the reaction product. The product is: [O:18]=[C:7]1[N:6]([CH2:5][C:4]2[CH:19]=[CH:20][CH:21]=[C:2]([C:25]3[CH:26]=[CH:27][N:22]=[CH:23][CH:24]=3)[CH:3]=2)[C:11]2[CH:12]=[C:13]([CH:16]=[O:17])[CH:14]=[CH:15][C:10]=2[O:9][CH2:8]1. (4) Given the reactants ClC1C=CC([C@@H]2CCN(C(OC(C)(C)C)=O)C[C@H]2C(OC)=O)=CC=1.[F:25][C:26]1[CH:31]=[CH:30][C:29]([C@@H:32]2[CH2:37][CH2:36][N:35]([C:38]([O:40][C:41]([CH3:44])([CH3:43])[CH3:42])=[O:39])[CH2:34][C@H:33]2[C:45](OC)=[O:46])=[CH:28][CH:27]=1, predict the reaction product. The product is: [F:25][C:26]1[CH:27]=[CH:28][C:29]([C@@H:32]2[CH2:37][CH2:36][N:35]([C:38]([O:40][C:41]([CH3:42])([CH3:43])[CH3:44])=[O:39])[CH2:34][C@H:33]2[CH2:45][OH:46])=[CH:30][CH:31]=1. (5) Given the reactants [NH2:1][C@H:2]1[CH2:6][CH2:5][N:4]([CH:7]2[CH2:12][CH2:11][N:10]([C:13]([O:15][CH2:16][C:17]3[CH:22]=[CH:21][CH:20]=[CH:19][CH:18]=3)=[O:14])[CH2:9][CH2:8]2)[C:3]1=[O:23].Br[C:25]1[CH:26]=[CH:27][C:28]([S:31]([CH3:34])(=[O:33])=[O:32])=[N:29][CH:30]=1.C(=O)([O-])[O-].[Cs+].[Cs+], predict the reaction product. The product is: [CH3:34][S:31]([C:28]1[N:29]=[CH:30][C:25]([NH:1][C@H:2]2[CH2:6][CH2:5][N:4]([CH:7]3[CH2:12][CH2:11][N:10]([C:13]([O:15][CH2:16][C:17]4[CH:22]=[CH:21][CH:20]=[CH:19][CH:18]=4)=[O:14])[CH2:9][CH2:8]3)[C:3]2=[O:23])=[CH:26][CH:27]=1)(=[O:33])=[O:32]. (6) Given the reactants [OH:1][CH2:2][CH:3]([C:6]1[CH:18]=[CH:17][C:9]([C:10]([O:12][C:13]([CH3:16])([CH3:15])[CH3:14])=[O:11])=[CH:8][CH:7]=1)[CH2:4][OH:5].[CH3:19][P:20](Cl)(Cl)=[O:21], predict the reaction product. The product is: [CH3:19][P:20]1(=[O:21])[O:5][CH2:4][CH:3]([C:6]2[CH:18]=[CH:17][C:9]([C:10]([O:12][C:13]([CH3:15])([CH3:14])[CH3:16])=[O:11])=[CH:8][CH:7]=2)[CH2:2][O:1]1. (7) Given the reactants [F:1][C:2]1([F:16])[CH2:7][CH2:6][CH:5]([NH:8]C(=O)OC(C)(C)C)[CH2:4][CH2:3]1.[ClH:17].CO, predict the reaction product. The product is: [ClH:17].[F:1][C:2]1([F:16])[CH2:7][CH2:6][CH:5]([NH2:8])[CH2:4][CH2:3]1.